From a dataset of Forward reaction prediction with 1.9M reactions from USPTO patents (1976-2016). Predict the product of the given reaction. (1) Given the reactants C([Li])CCC.[F:6][C:7]1[CH:8]=[C:9]2[C:13](=[CH:14][C:15]=1[F:16])[NH:12][CH:11]=[CH:10]2.[C:17](=[O:19])=[O:18].O, predict the reaction product. The product is: [F:6][C:7]1[CH:8]=[C:9]2[C:13](=[C:14]([C:17]([OH:19])=[O:18])[C:15]=1[F:16])[NH:12][CH:11]=[CH:10]2. (2) The product is: [CH3:1][O:2][C:3]([C:5]1[C:14]([Br:31])=[C:13]([OH:15])[C:12]2[C:7](=[C:8]([O:16][CH2:17][C:18]3[CH:23]=[CH:22][CH:21]=[CH:20][CH:19]=3)[CH:9]=[CH:10][CH:11]=2)[N:6]=1)=[O:4]. Given the reactants [CH3:1][O:2][C:3]([C:5]1[CH:14]=[C:13]([OH:15])[C:12]2[C:7](=[C:8]([O:16][CH2:17][C:18]3[CH:23]=[CH:22][CH:21]=[CH:20][CH:19]=3)[CH:9]=[CH:10][CH:11]=2)[N:6]=1)=[O:4].C(NC(C)C)(C)C.[Br:31]N1C(=O)CCC1=O, predict the reaction product. (3) Given the reactants [CH2:1]([O:3][C:4]([C:6]1[N:7]=[C:8]2[C:13]([C:14]([F:17])([F:16])[F:15])=[CH:12][C:11]([C:18]3[CH:22]=[CH:21][O:20][CH:19]=3)=[CH:10][N:9]2[C:23]=1[N+:24]([O-])=O)=[O:5])[CH3:2].[S:27]1[CH:31]=[CH:30][CH:29]=[C:28]1[CH2:32]N, predict the reaction product. The product is: [CH2:1]([O:3][C:4]([C:6]1[N:7]=[C:8]2[C:13]([C:14]([F:17])([F:16])[F:15])=[CH:12][C:11]([C:18]3[CH:22]=[CH:21][O:20][CH:19]=3)=[CH:10][N:9]2[C:23]=1[NH:24][CH2:32][C:28]1[S:27][CH:31]=[CH:30][CH:29]=1)=[O:5])[CH3:2]. (4) Given the reactants [F:1][C:2]1[CH:3]=[C:4]([S:8]([C:11]2[S:15][C:14]([CH2:16][N:17](C)[C:18](=O)OC(C)(C)C)=[CH:13][C:12]=2[C:26]2[C:27]([F:32])=[N:28][CH:29]=[CH:30][CH:31]=2)(=[O:10])=[O:9])[CH:5]=[CH:6][CH:7]=1.C(OCC)(=O)C.[ClH:39], predict the reaction product. The product is: [ClH:39].[F:1][C:2]1[CH:3]=[C:4]([S:8]([C:11]2[S:15][C:14]([CH2:16][NH:17][CH3:18])=[CH:13][C:12]=2[C:26]2[C:27]([F:32])=[N:28][CH:29]=[CH:30][CH:31]=2)(=[O:9])=[O:10])[CH:5]=[CH:6][CH:7]=1. (5) Given the reactants Br[CH2:2][CH2:3][O:4][C:5]1[CH:10]=[CH:9][C:8]([N:11]([CH2:24][C:25]2[CH:30]=[CH:29][CH:28]=[C:27]([O:31]C3CCCCO3)[CH:26]=2)[S:12]([C:15]2[C:20]([CH3:21])=[CH:19][C:18]([CH3:22])=[CH:17][C:16]=2[CH3:23])(=[O:14])=[O:13])=[CH:7][CH:6]=1.[NH:38]1[CH2:43][CH2:42][CH2:41][CH2:40][CH2:39]1, predict the reaction product. The product is: [OH:31][C:27]1[CH:26]=[C:25]([CH:30]=[CH:29][CH:28]=1)[CH2:24][N:11]([C:8]1[CH:7]=[CH:6][C:5]([O:4][CH2:3][CH2:2][N:38]2[CH2:43][CH2:42][CH2:41][CH2:40][CH2:39]2)=[CH:10][CH:9]=1)[S:12]([C:15]1[C:20]([CH3:21])=[CH:19][C:18]([CH3:22])=[CH:17][C:16]=1[CH3:23])(=[O:14])=[O:13]. (6) Given the reactants [CH2:1]([O:8][CH2:9][CH2:10][CH2:11][C@H:12]([C:21]1[C:25]([CH:26]2[CH2:28][CH2:27]2)=[C:24]([C:29]2[O:33][N:32]=[C:31]([CH2:34][CH:35]([CH3:37])[CH3:36])[CH:30]=2)[O:23][N:22]=1)[CH2:13][C:14]([O:16]C(C)(C)C)=[O:15])[C:2]1[CH:7]=[CH:6][CH:5]=[CH:4][CH:3]=1.FC(F)(F)C(O)=O, predict the reaction product. The product is: [CH2:1]([O:8][CH2:9][CH2:10][CH2:11][C@H:12]([C:21]1[C:25]([CH:26]2[CH2:28][CH2:27]2)=[C:24]([C:29]2[O:33][N:32]=[C:31]([CH2:34][CH:35]([CH3:37])[CH3:36])[CH:30]=2)[O:23][N:22]=1)[CH2:13][C:14]([OH:16])=[O:15])[C:2]1[CH:7]=[CH:6][CH:5]=[CH:4][CH:3]=1. (7) Given the reactants Br[C:2]1[CH:3]=[CH:4][C:5]2=[C:6]([CH:37]=1)[N:7]=[C:8]([NH:29][C:30](=[O:36])[O:31][C:32]([CH3:35])([CH3:34])[CH3:33])[CH2:9][C:10]([C:12](=[O:28])[N:13]([CH2:17][CH2:18][CH2:19][O:20][Si:21]([C:24]([CH3:27])([CH3:26])[CH3:25])([CH3:23])[CH3:22])[CH2:14][CH2:15][CH3:16])=[CH:11]2.[CH2:38]([O:40][C:41]([C:43]1[CH:48]=[CH:47][C:46](B(O)O)=[CH:45][CH:44]=1)=[O:42])[CH3:39].C(=O)([O-])[O-].[K+].[K+], predict the reaction product. The product is: [C:32]([O:31][C:30]([NH:29][C:8]1[CH2:9][C:10]([C:12](=[O:28])[N:13]([CH2:17][CH2:18][CH2:19][O:20][Si:21]([C:24]([CH3:27])([CH3:26])[CH3:25])([CH3:23])[CH3:22])[CH2:14][CH2:15][CH3:16])=[CH:11][C:5]2[CH:4]=[CH:3][C:2]([C:46]3[CH:47]=[CH:48][C:43]([C:41]([O:40][CH2:38][CH3:39])=[O:42])=[CH:44][CH:45]=3)=[CH:37][C:6]=2[N:7]=1)=[O:36])([CH3:35])([CH3:33])[CH3:34]. (8) Given the reactants [Cl:1][C:2]1[C:7]([C:8]([O:10]CC2C=CC=CC=2)=[O:9])=[C:6]([F:18])[C:5]([N:19](S(CCCF)(=O)=O)[S:20]([CH2:23][CH2:24][CH2:25][F:26])(=[O:22])=[O:21])=[CH:4][CH:3]=1, predict the reaction product. The product is: [Cl:1][C:2]1[C:7]([C:8]([OH:10])=[O:9])=[C:6]([F:18])[C:5]([NH:19][S:20]([CH2:23][CH2:24][CH2:25][F:26])(=[O:22])=[O:21])=[CH:4][CH:3]=1.